This data is from Forward reaction prediction with 1.9M reactions from USPTO patents (1976-2016). The task is: Predict the product of the given reaction. (1) Given the reactants [CH2:1]([Li])CCC.[C:6]([Si:10]([CH3:22])([CH3:21])[O:11][C:12]1[CH:17]=[CH:16][C:15]([C:18](=O)[CH3:19])=[CH:14][CH:13]=1)([CH3:9])([CH3:8])[CH3:7], predict the reaction product. The product is: [C:6]([Si:10]([O:11][C:12]1[CH:17]=[CH:16][C:15]([C:18]([CH3:1])=[CH2:19])=[CH:14][CH:13]=1)([CH3:22])[CH3:21])([CH3:9])([CH3:8])[CH3:7]. (2) Given the reactants [CH3:1][C:2]1[NH:3][CH:4]=[CH:5][N:6]=1.[H-].[Na+].[CH2:9]([O:11][C:12](=[O:40])[CH2:13][C:14]1[CH:15]=[C:16]([C:22]2[CH:27]=[CH:26][C:25]([C:28]([F:31])([F:30])[F:29])=[CH:24][C:23]=2[CH2:32][N:33]([C:36](=[O:39])[CH2:37]Cl)[CH2:34][CH3:35])[C:17]([O:20][CH3:21])=[CH:18][CH:19]=1)[CH3:10], predict the reaction product. The product is: [CH2:9]([O:11][C:12](=[O:40])[CH2:13][C:14]1[CH:15]=[C:16]([C:22]2[CH:27]=[CH:26][C:25]([C:28]([F:30])([F:31])[F:29])=[CH:24][C:23]=2[CH2:32][N:33]([CH2:34][CH3:35])[C:36](=[O:39])[CH2:37][N:3]2[CH:4]=[CH:5][N:6]=[C:2]2[CH3:1])[C:17]([O:20][CH3:21])=[CH:18][CH:19]=1)[CH3:10].